From a dataset of Full USPTO retrosynthesis dataset with 1.9M reactions from patents (1976-2016). Predict the reactants needed to synthesize the given product. (1) Given the product [NH2:1][C:2]1[CH:3]=[CH:4][C:5]([C:6]([NH:11][C:12]2[CH:17]=[CH:16][CH:15]=[CH:14][CH:13]=2)=[O:8])=[CH:9][CH:10]=1, predict the reactants needed to synthesize it. The reactants are: [NH2:1][C:2]1[CH:10]=[CH:9][C:5]([C:6]([OH:8])=O)=[CH:4][CH:3]=1.[NH2:11][C:12]1[CH:17]=[CH:16][CH:15]=[CH:14][CH:13]=1.C1CCC(N=C=NC2CCCCC2)CC1. (2) Given the product [CH2:14]([O:13][CH2:12][C@H:11]1[C@@H:7]([CH2:6][I:23])[O:8][C:9]([CH3:22])([CH3:21])[O:10]1)[C:15]1[CH:20]=[CH:19][CH:18]=[CH:17][CH:16]=1, predict the reactants needed to synthesize it. The reactants are: CS(O[CH2:6][C@H:7]1[C@H:11]([CH2:12][O:13][CH2:14][C:15]2[CH:20]=[CH:19][CH:18]=[CH:17][CH:16]=2)[O:10][C:9]([CH3:22])([CH3:21])[O:8]1)(=O)=O.[I-:23].[Na+]. (3) Given the product [Br:1][C:2]1[S:6][C:5]([C:7]([O:9][CH3:10])=[O:8])=[C:4]([NH:11][CH2:12][C:13]2[CH:26]=[CH:25][N:24]=[CH:23][CH:22]=2)[CH:3]=1, predict the reactants needed to synthesize it. The reactants are: [Br:1][C:2]1[S:6][C:5]([C:7]([O:9][CH3:10])=[O:8])=[C:4]([NH:11][C:12](=O)[C:13](F)(F)F)[CH:3]=1.Br.BrCC1[CH:26]=[CH:25][N:24]=[CH:23][CH:22]=1.C(=O)([O-])[O-].[Cs+].[Cs+].CC(N(C)C)=O. (4) The reactants are: [CH3:1][N:2]([CH3:21])[CH2:3][CH2:4][C:5]1[S:9][C:8]2[CH:10]=[CH:11][CH:12]=[CH:13][C:7]=2[C:6]=1[CH:14]([C:16]1[N:17]=[CH:18][S:19][CH:20]=1)[OH:15]. Given the product [CH3:21][N:2]([CH3:1])[CH2:3][CH2:4][C:5]1[S:9][C:8]2[CH:10]=[CH:11][CH:12]=[CH:13][C:7]=2[C:6]=1[C:14]([C:16]1[N:17]=[CH:18][S:19][CH:20]=1)=[O:15], predict the reactants needed to synthesize it. (5) Given the product [OH:12][CH2:11][C:9]1[CH:8]=[CH:7][CH:6]=[C:5]2[C:10]=1[N:2]([CH3:1])[C:3]([C:18]([OH:20])=[O:19])=[CH:4]2, predict the reactants needed to synthesize it. The reactants are: [CH3:1][N:2]1[C:10]2[C:5](=[CH:6][CH:7]=[CH:8][C:9]=2[CH2:11][OH:12])[CH:4]=[CH:3]1.C([Li])CCC.[C:18](=[O:20])=[O:19].O. (6) Given the product [CH3:3][C:2]([Si:5]([C:32]1[CH:33]=[CH:34][CH:35]=[CH:36][CH:37]=1)([C:26]1[CH:31]=[CH:30][CH:29]=[CH:28][CH:27]=1)[O:6][CH2:7][C@@H:8]1[CH2:9][C@H:10]2[C@H:11]([CH2:12]2)[CH2:13][N:15]1[C:16]([O:17][CH2:18][C:19]1[CH:20]=[CH:21][CH:22]=[CH:23][CH:24]=1)=[O:25])([CH3:4])[CH3:1], predict the reactants needed to synthesize it. The reactants are: [CH3:1][C:2]([Si:5]([C:32]1[CH:37]=[CH:36][CH:35]=[CH:34][CH:33]=1)([C:26]1[CH:31]=[CH:30][CH:29]=[CH:28][CH:27]=1)[O:6][CH2:7][C@@H:8]([NH:15][C:16](=[O:25])[O:17][CH2:18][C:19]1[CH:24]=[CH:23][CH:22]=[CH:21][CH:20]=1)[CH2:9][CH:10]1[CH2:12][CH:11]1[CH2:13]O)([CH3:4])[CH3:3].S(Cl)(C)(=O)=O.[H-].[Na+]. (7) Given the product [Br:1][C:2]1[CH:7]=[CH:6][C:5]([C:11]#[C:10][CH2:9][N:12]2[CH2:16][CH2:15][CH2:14][CH2:13]2)=[CH:4][CH:3]=1, predict the reactants needed to synthesize it. The reactants are: [Br:1][C:2]1[CH:7]=[CH:6][C:5](I)=[CH:4][CH:3]=1.[CH2:9]([N:12]1[CH2:16][CH2:15][CH2:14][CH2:13]1)[C:10]#[CH:11]. (8) Given the product [F:11][C:12]1[CH:17]=[C:16]([F:18])[CH:15]=[CH:14][C:13]=1[CH2:19][CH2:20][N:21]1[CH2:22][CH2:23][N:24]([S:7]([C:1]2[CH:6]=[CH:5][CH:4]=[CH:3][CH:2]=2)(=[O:9])=[O:8])[CH2:25][CH2:26]1, predict the reactants needed to synthesize it. The reactants are: [C:1]1([S:7](Cl)(=[O:9])=[O:8])[CH:6]=[CH:5][CH:4]=[CH:3][CH:2]=1.[F:11][C:12]1[CH:17]=[C:16]([F:18])[CH:15]=[CH:14][C:13]=1[CH2:19][CH2:20][N:21]1[CH2:26][CH2:25][NH:24][CH2:23][CH2:22]1.C(=O)([O-])[O-].[K+].[K+].